Dataset: Catalyst prediction with 721,799 reactions and 888 catalyst types from USPTO. Task: Predict which catalyst facilitates the given reaction. (1) Reactant: [CH3:1][C:2]1[C:10]2[CH:9]=[C:8]([C:11]([O:13]C)=[O:12])[S:7][C:6]=2[CH:5]=[CH:4][CH:3]=1.O.[OH-].[Li+].O. Product: [CH3:1][C:2]1[C:10]2[CH:9]=[C:8]([C:11]([OH:13])=[O:12])[S:7][C:6]=2[CH:5]=[CH:4][CH:3]=1. The catalyst class is: 5. (2) Reactant: [CH2:1]([C@H:8]1[CH2:12][O:11][C:10](=[O:13])[N:9]1[C:14]([C@@H:16]1[C@H:20]([C:21]2[CH:26]=[CH:25][C:24]([F:27])=[CH:23][CH:22]=2)[CH2:19][N:18](CC2C=CC=CC=2)[CH2:17]1)=[O:15])[C:2]1[CH:7]=[CH:6][CH:5]=[CH:4][CH:3]=1.ClC(OC(Cl)C)=O.C(=O)(O)[O-].[Na+].[C:58]([O:57][C:55](O[C:55]([O:57][C:58]([CH3:61])([CH3:60])[CH3:59])=[O:56])=[O:56])([CH3:61])([CH3:60])[CH3:59]. Product: [CH2:1]([C@H:8]1[CH2:12][O:11][C:10](=[O:13])[N:9]1[C:14]([C@@H:16]1[C@H:20]([C:21]2[CH:26]=[CH:25][C:24]([F:27])=[CH:23][CH:22]=2)[CH2:19][N:18]([C:55]([O:57][C:58]([CH3:59])([CH3:60])[CH3:61])=[O:56])[CH2:17]1)=[O:15])[C:2]1[CH:7]=[CH:6][CH:5]=[CH:4][CH:3]=1. The catalyst class is: 308.